Dataset: Full USPTO retrosynthesis dataset with 1.9M reactions from patents (1976-2016). Task: Predict the reactants needed to synthesize the given product. (1) The reactants are: CO.O.NN.[F:6][C:7]1[CH:8]=[C:9]([N:19]2[CH2:23][C@H:22]([CH2:24][N:25]3C(=O)C4=CC=CC=[C:27]4[C:26]3=[O:35])[O:21][C:20]2=[O:36])[CH:10]=[CH:11][C:12]=1[N:13]1[CH2:18][CH2:17][O:16][CH2:15][CH2:14]1. Given the product [F:6][C:7]1[CH:8]=[C:9]([N:19]2[CH2:23][C@H:22]([CH2:24][NH:25][C:26](=[O:35])[CH3:27])[O:21][C:20]2=[O:36])[CH:10]=[CH:11][C:12]=1[N:13]1[CH2:18][CH2:17][O:16][CH2:15][CH2:14]1, predict the reactants needed to synthesize it. (2) Given the product [F:10][C:11]1[CH:32]=[CH:31][CH:30]=[C:29]([F:33])[C:12]=1[CH2:13][N:14]1[C:19]([CH3:20])=[C:18]([CH:21]=[O:22])[C:17](=[O:26])[C:16]([Br:27])=[C:15]1[CH3:28], predict the reactants needed to synthesize it. The reactants are: CC(C[AlH]CC(C)C)C.[F:10][C:11]1[CH:32]=[CH:31][CH:30]=[C:29]([F:33])[C:12]=1[CH2:13][N:14]1[C:19]([CH3:20])=[C:18]([C:21](OCC)=[O:22])[C:17](=[O:26])[C:16]([Br:27])=[C:15]1[CH3:28]. (3) Given the product [F:10][C:9]([F:12])([F:11])[CH:8]([C:5]1[CH:6]=[CH:7][CH:2]=[CH:3][C:4]=1[C:16]1[CH:17]=[CH:18][CH:19]=[C:14]([CH3:23])[CH:15]=1)[OH:13], predict the reactants needed to synthesize it. The reactants are: Br[C:2]1[CH:7]=[CH:6][C:5]([CH:8]([OH:13])[C:9]([F:12])([F:11])[F:10])=[CH:4][CH:3]=1.[C:14]1([CH3:23])[CH:19]=[CH:18][CH:17]=[C:16](B(O)O)[CH:15]=1.C([O-])([O-])=O.[K+].[K+].CCO. (4) The reactants are: [CH2:1]([O:3][C:4]1[CH:16]=[CH:15][C:7]2[C:8]([CH3:14])=[C:9]([C:11]([OH:13])=O)[O:10][C:6]=2[C:5]=1[O:17][CH2:18][CH3:19])[CH3:2].[C:20]([O:24][C:25]([N:27]1[CH2:32][CH2:31][N:30]([C:33]2[CH:38]=[CH:37][C:36]([NH2:39])=[CH:35][CH:34]=2)[CH2:29][CH2:28]1)=[O:26])([CH3:23])([CH3:22])[CH3:21]. Given the product [C:20]([O:24][C:25]([N:27]1[CH2:32][CH2:31][N:30]([C:33]2[CH:34]=[CH:35][C:36]([NH:39][C:11]([C:9]3[O:10][C:6]4[C:5]([O:17][CH2:18][CH3:19])=[C:4]([O:3][CH2:1][CH3:2])[CH:16]=[CH:15][C:7]=4[C:8]=3[CH3:14])=[O:13])=[CH:37][CH:38]=2)[CH2:29][CH2:28]1)=[O:26])([CH3:23])([CH3:21])[CH3:22], predict the reactants needed to synthesize it. (5) Given the product [C:1]([O:5][C:6](=[O:50])[NH:7][CH:8]1[CH2:13][CH2:12][CH:11]([NH:14][C:15]2[N:20]=[C:19]3[N:21]([C:31]([C:44]4[CH:49]=[CH:48][CH:47]=[CH:46][CH:45]=4)([C:38]4[CH:43]=[CH:42][CH:41]=[CH:40][CH:39]=4)[C:32]4[CH:37]=[CH:36][CH:35]=[CH:34][CH:33]=4)[N:22]=[C:23]([C:24]4[CH:29]=[CH:28][CH:27]=[C:26]([NH:66][CH:59]([C:60]5[CH:65]=[CH:64][CH:63]=[CH:62][CH:61]=5)[CH2:58][NH:57][C:56]([O:55][C:51]([CH3:54])([CH3:52])[CH3:53])=[O:67])[N:25]=4)[C:18]3=[CH:17][N:16]=2)[CH2:10][CH2:9]1)([CH3:4])([CH3:3])[CH3:2], predict the reactants needed to synthesize it. The reactants are: [C:1]([O:5][C:6](=[O:50])[NH:7][CH:8]1[CH2:13][CH2:12][CH:11]([NH:14][C:15]2[N:20]=[C:19]3[N:21]([C:31]([C:44]4[CH:49]=[CH:48][CH:47]=[CH:46][CH:45]=4)([C:38]4[CH:43]=[CH:42][CH:41]=[CH:40][CH:39]=4)[C:32]4[CH:37]=[CH:36][CH:35]=[CH:34][CH:33]=4)[N:22]=[C:23]([C:24]4[CH:29]=[CH:28][CH:27]=[C:26](Br)[N:25]=4)[C:18]3=[CH:17][N:16]=2)[CH2:10][CH2:9]1)([CH3:4])([CH3:3])[CH3:2].[C:51]([O:55][C:56](=[O:67])[NH:57][CH2:58][CH:59]([NH2:66])[C:60]1[CH:65]=[CH:64][CH:63]=[CH:62][CH:61]=1)([CH3:54])([CH3:53])[CH3:52].CN(C1C(C2C(P(C3CCCCC3)C3CCCCC3)=CC=CC=2)=CC=CC=1)C.C([O-])([O-])=O.[K+].[K+]. (6) Given the product [NH:1]1[C:5]2=[N:6][CH:7]=[CH:8][N:9]=[C:4]2[N:3]=[C:2]1[C:10]([C@@H:13]1[C:26]2[C:21](=[N:22][C:23]([C:27]3[CH:28]=[CH:29][C:30]([C:33]([OH:35])([CH3:37])[CH3:34])=[CH:31][CH:32]=3)=[CH:24][CH:25]=2)[O:20][C:19]2[C:14]1=[CH:15][CH:16]=[CH:17][C:18]=2[F:36])([CH3:12])[CH3:11], predict the reactants needed to synthesize it. The reactants are: [NH:1]1[C:5]2=[N:6][CH:7]=[CH:8][N:9]=[C:4]2[N:3]=[C:2]1[C:10]([C@@H:13]1[C:26]2[C:21](=[N:22][C:23]([C:27]3[CH:32]=[CH:31][C:30]([C:33](=[O:35])[CH3:34])=[CH:29][CH:28]=3)=[CH:24][CH:25]=2)[O:20][C:19]2[C:14]1=[CH:15][CH:16]=[CH:17][C:18]=2[F:36])([CH3:12])[CH3:11].[CH3:37][Mg]Br.